Dataset: Catalyst prediction with 721,799 reactions and 888 catalyst types from USPTO. Task: Predict which catalyst facilitates the given reaction. (1) Product: [CH3:1][O:2][C:3]([C@@H:5]1[CH2:9][C@H:8]([N:22]=[N+:23]=[N-:24])[CH2:7][N:6]1[C:15]([O:17][C:18]([CH3:21])([CH3:20])[CH3:19])=[O:16])=[O:4]. Reactant: [CH3:1][O:2][C:3]([C@@H:5]1[CH2:9][C@@H:8](OS(C)(=O)=O)[CH2:7][N:6]1[C:15]([O:17][C:18]([CH3:21])([CH3:20])[CH3:19])=[O:16])=[O:4].[N-:22]=[N+:23]=[N-:24].[Na+]. The catalyst class is: 3. (2) Reactant: [NH2:1][C:2]1[CH:7]=[C:6]([Cl:8])[C:5]([SH:9])=[C:4]([Cl:10])[CH:3]=1.[Cl:11][C:12]1[N:13]=[N:14][C:15](Cl)=[CH:16][C:17]=1[CH:18]([CH3:20])[CH3:19].C(=O)([O-])[O-].[K+].[K+].Cl. Product: [Cl:8][C:6]1[CH:7]=[C:2]([NH2:1])[CH:3]=[C:4]([Cl:10])[C:5]=1[S:9][C:15]1[N:14]=[N:13][C:12]([Cl:11])=[C:17]([CH:18]([CH3:20])[CH3:19])[CH:16]=1. The catalyst class is: 9. (3) Reactant: [C:1]([C:3](=[CH2:51])[C:4]([NH:6][CH2:7][CH2:8][O:9][C:10]1[CH:15]=[CH:14][CH:13]=[C:12]([NH:16][C:17]2[C:18](=[O:50])[N:19]([CH3:49])[CH:20]=[C:21]([C:23]3[CH:28]=[C:27]([F:29])[CH:26]=[C:25]([N:30]4[C:35](=[O:36])[C:34]5[S:37][C:38]6[CH2:43][CH2:42][CH2:41][CH2:40][C:39]=6[C:33]=5[CH:32]=[N:31]4)[C:24]=3[CH2:44][O:45]C(=O)C)[CH:22]=2)[N:11]=1)=[O:5])#[N:2].O[Li].O. Product: [C:1]([C:3](=[CH2:51])[C:4]([NH:6][CH2:7][CH2:8][O:9][C:10]1[CH:15]=[CH:14][CH:13]=[C:12]([NH:16][C:17]2[C:18](=[O:50])[N:19]([CH3:49])[CH:20]=[C:21]([C:23]3[CH:28]=[C:27]([F:29])[CH:26]=[C:25]([N:30]4[C:35](=[O:36])[C:34]5[S:37][C:38]6[CH2:43][CH2:42][CH2:41][CH2:40][C:39]=6[C:33]=5[CH:32]=[N:31]4)[C:24]=3[CH2:44][OH:45])[CH:22]=2)[N:11]=1)=[O:5])#[N:2]. The catalyst class is: 20. (4) Reactant: [NH2:1][C:2]1[CH:7]=[CH:6][CH:5]=[CH:4][CH:3]=1.C[Si]([N-][Si](C)(C)C)(C)C.[Na+].[CH3:18][O:19][C:20]1[CH:27]=[CH:26][C:23]([C:24]#[N:25])=[CH:22][N:21]=1. Product: [CH3:18][O:19][C:20]1[CH:27]=[CH:26][C:23]([C:24]([NH:1][C:2]2[CH:7]=[CH:6][CH:5]=[CH:4][CH:3]=2)=[NH:25])=[CH:22][N:21]=1. The catalyst class is: 7. (5) Product: [Cl:1][C:2]1[CH:7]=[CH:6][CH:5]=[CH:4][C:3]=1[C:8]1[NH:9][C:10]2[C:15]([CH:16]=1)=[CH:14][C:13]([C:17]1[CH:22]=[CH:21][C:20]([C:23]#[N:24])=[CH:19][C:18]=1[CH3:25])=[CH:12][CH:11]=2. Reactant: [Cl:1][C:2]1[CH:7]=[CH:6][CH:5]=[CH:4][C:3]=1[C:8]1[N:9](C(OCC)=O)[C:10]2[C:15]([CH:16]=1)=[CH:14][C:13]([C:17]1[CH:22]=[CH:21][C:20]([C:23]#[N:24])=[CH:19][C:18]=1[CH3:25])=[CH:12][CH:11]=2.C(=O)([O-])[O-].[K+].[K+]. The catalyst class is: 1. (6) Reactant: [NH:1]1[C:9]2[CH:8]=[CH:7][CH:6]=[C:5]([C:10]([O:12][CH3:13])=[O:11])[C:4]=2[CH:3]=[CH:2]1.[H-].[Na+].[CH3:16][O:17][C:18]1[CH:25]=[CH:24][C:21]([CH2:22]Br)=[CH:20][CH:19]=1. Product: [CH3:16][O:17][C:18]1[CH:25]=[CH:24][C:21]([CH2:22][N:1]2[C:9]3[CH:8]=[CH:7][CH:6]=[C:5]([C:10]([O:12][CH3:13])=[O:11])[C:4]=3[CH:3]=[CH:2]2)=[CH:20][CH:19]=1. The catalyst class is: 589.